This data is from Forward reaction prediction with 1.9M reactions from USPTO patents (1976-2016). The task is: Predict the product of the given reaction. The product is: [N:14]1[C:13]2[NH:9][CH:10]=[CH:11][C:12]=2[C:17]([C:18]2[CH:19]=[N:20][N:21]([CH:23]([CH2:27][CH:28]3[CH2:33][CH2:32][CH2:31][CH2:30][CH2:29]3)[CH2:24][C:25]#[N:26])[CH:22]=2)=[CH:16][N:15]=1. Given the reactants C(OC[N:9]1[C:13]2[N:14]=[N:15][CH:16]=[C:17]([C:18]3[CH:19]=[N:20][N:21]([CH:23]([CH2:27][CH:28]4[CH2:33][CH2:32][CH2:31][CH2:30][CH2:29]4)[CH2:24][C:25]#[N:26])[CH:22]=3)[C:12]=2[CH:11]=[CH:10]1)(=O)C(C)(C)C.[OH-].[Na+], predict the reaction product.